Dataset: Peptide-MHC class I binding affinity with 185,985 pairs from IEDB/IMGT. Task: Regression. Given a peptide amino acid sequence and an MHC pseudo amino acid sequence, predict their binding affinity value. This is MHC class I binding data. (1) The binding affinity (normalized) is 0. The peptide sequence is IIPFIAYFV. The MHC is H-2-Db with pseudo-sequence H-2-Db. (2) The MHC is HLA-A02:06 with pseudo-sequence HLA-A02:06. The peptide sequence is GILGFVFTLT. The binding affinity (normalized) is 0.406.